Predict the product of the given reaction. From a dataset of Forward reaction prediction with 1.9M reactions from USPTO patents (1976-2016). (1) The product is: [Cl:25][C:26]1[CH:34]=[CH:33][C:29]([C:30]([NH:16][C:17]2[CH:24]=[CH:23][C:20]([CH2:21][NH:22][C:7]3[C:6]4[C:11](=[CH:12][CH:13]=[C:4]([N+:1]([O-:3])=[O:2])[CH:5]=4)[N:10]=[C:9]([NH:36][CH3:35])[N:8]=3)=[CH:19][CH:18]=2)=[O:31])=[CH:28][N:27]=1. Given the reactants [N+:1]([C:4]1[CH:5]=[C:6]2[C:11](=[CH:12][CH:13]=1)[N:10]=[C:9](Cl)[N:8]=[C:7]2Cl)([O-:3])=[O:2].[NH2:16][C:17]1[CH:24]=[CH:23][C:20]([CH2:21][NH2:22])=[CH:19][CH:18]=1.[Cl:25][C:26]1[CH:34]=[CH:33][C:29]([C:30](Cl)=[O:31])=[CH:28][N:27]=1.[CH3:35][NH2:36], predict the reaction product. (2) The product is: [Cl:18][C:9]1[N:8]=[C:7]([NH:28][CH2:21][C:22]2[CH:27]=[CH:26][CH:25]=[CH:24][CH:23]=2)[C:6]2[C:11](=[CH:12][CH:13]=[C:4]([N+:1]([O-:3])=[O:2])[CH:5]=2)[N:10]=1. Given the reactants [N+:1]([C:4]1[CH:5]=[C:6]2[C:11](=[CH:12][CH:13]=1)[NH:10][C:9](=O)[NH:8][C:7]2=O)([O-:3])=[O:2].P(Cl)(Cl)([Cl:18])=O.[CH2:21]([NH2:28])[C:22]1[CH:27]=[CH:26][CH:25]=[CH:24][CH:23]=1, predict the reaction product. (3) Given the reactants [OH:1][CH2:2][CH2:3][C:4]1[CH:13]=[CH:12][C:7]([C:8]([O:10][CH3:11])=[O:9])=[CH:6][N:5]=1.[BH3-]C#N.[Na+], predict the reaction product. The product is: [OH:1][CH2:2][CH2:3][CH:4]1[NH:5][CH2:6][CH:7]([C:8]([O:10][CH3:11])=[O:9])[CH2:12][CH2:13]1. (4) Given the reactants C([O:4][C@H:5]1[CH2:22][CH2:21][C@@:20]2([CH3:23])[C@@H:7]([CH2:8][CH2:9][C@:10]3([CH3:52])[C@@H:19]2[CH2:18][CH2:17][C@H:16]2[C@@:11]3([CH3:51])[CH2:12][CH2:13][C@@:14]3([C:30]([NH:32][C@@H:33]4[CH2:36][C@H:35]([C:37]([NH:39][C@@H:40]([CH2:45][CH:46]([CH3:48])[CH3:47])[C:41]([O:43]C)=[O:42])=[O:38])[C:34]4([CH3:50])[CH3:49])=[O:31])[CH2:26][CH2:25][C@@H:24]([C:27]([CH3:29])=[CH2:28])[C@@H:15]32)[C:6]1([CH3:54])[CH3:53])(=O)C.[OH-].[Na+], predict the reaction product. The product is: [OH:4][C@H:5]1[CH2:22][CH2:21][C@@:20]2([CH3:23])[C@@H:7]([CH2:8][CH2:9][C@:10]3([CH3:52])[C@@H:19]2[CH2:18][CH2:17][C@H:16]2[C@@:11]3([CH3:51])[CH2:12][CH2:13][C@@:14]3([C:30]([NH:32][C@@H:33]4[CH2:36][C@H:35]([C:37]([NH:39][C@@H:40]([CH2:45][CH:46]([CH3:47])[CH3:48])[C:41]([OH:43])=[O:42])=[O:38])[C:34]4([CH3:50])[CH3:49])=[O:31])[CH2:26][CH2:25][C@@H:24]([C:27]([CH3:29])=[CH2:28])[C@@H:15]32)[C:6]1([CH3:53])[CH3:54].